This data is from Forward reaction prediction with 1.9M reactions from USPTO patents (1976-2016). The task is: Predict the product of the given reaction. (1) Given the reactants [CH:1]1([CH2:4][N:5]2[C:9]3[CH:10]=[CH:11][C:12]([C:14]4[CH:15]=[C:16]([CH:26]=[CH:27][CH:28]=4)[CH2:17][NH:18]C(=O)OC(C)(C)C)=[CH:13][C:8]=3[N:7]([CH3:29])[S:6]2(=[O:31])=[O:30])[CH2:3][CH2:2]1.C(Cl)[Cl:33].Cl.CCOC(C)=O, predict the reaction product. The product is: [ClH:33].[CH:1]1([CH2:4][N:5]2[C:9]3[CH:10]=[CH:11][C:12]([C:14]4[CH:15]=[C:16]([CH2:17][NH2:18])[CH:26]=[CH:27][CH:28]=4)=[CH:13][C:8]=3[N:7]([CH3:29])[S:6]2(=[O:30])=[O:31])[CH2:3][CH2:2]1. (2) Given the reactants [S:1](=[O:5])(=[O:4])([OH:3])[OH:2].[F:6][C:7]1[CH:12]=[CH:11][CH:10]=[CH:9][C:8]=1[N:13]1[C:21]2[C:16](=[CH:17][CH:18]=[CH:19][CH:20]=2)[C:15]([O:22][CH:23]2[CH2:28][CH2:27][NH:26][CH2:25][CH2:24]2)=[N:14]1.N#N.CC(OC)(C)C, predict the reaction product. The product is: [S:1]([OH:5])([OH:4])(=[O:3])=[O:2].[F:6][C:7]1[CH:12]=[CH:11][CH:10]=[CH:9][C:8]=1[N:13]1[C:21]2[C:16](=[CH:17][CH:18]=[CH:19][CH:20]=2)[C:15]([O:22][CH:23]2[CH2:28][CH2:27][NH:26][CH2:25][CH2:24]2)=[N:14]1. (3) Given the reactants [Si]([O:8][CH:9]([C:22]1[O:23][C:24]([C:27]2[CH:32]=[C:31]([O:33][CH3:34])[CH:30]=[CH:29][N:28]=2)=[CH:25][N:26]=1)[CH2:10][CH2:11][CH2:12][CH2:13][CH2:14][CH2:15][C:16]1[CH:21]=[CH:20][CH:19]=[CH:18][CH:17]=1)(C(C)(C)C)(C)C.[Si](OC(C1OC([Sn](CCCC)(CCCC)CCCC)=CN=1)CCCCCCC1C=CC=CC=1)(C(C)(C)C)(C)C.ClC1C=C(OC)C=CN=1, predict the reaction product. The product is: [CH3:34][O:33][C:31]1[CH:30]=[CH:29][N:28]=[C:27]([C:24]2[O:23][C:22]([C:9](=[O:8])[CH2:10][CH2:11][CH2:12][CH2:13][CH2:14][CH2:15][C:16]3[CH:17]=[CH:18][CH:19]=[CH:20][CH:21]=3)=[N:26][CH:25]=2)[CH:32]=1.